Dataset: Full USPTO retrosynthesis dataset with 1.9M reactions from patents (1976-2016). Task: Predict the reactants needed to synthesize the given product. (1) Given the product [Cl:1][C:2]1[CH:18]=[C:17]([CH:16]=[C:15]([Cl:21])[C:3]=1[C:4]1[S:24][C:7]2[CH:8]=[N:9][CH:10]=[C:11]([F:12])[C:6]=2[N:5]=1)[C:19]#[N:20], predict the reactants needed to synthesize it. The reactants are: [Cl:1][C:2]1[CH:18]=[C:17]([C:19]#[N:20])[CH:16]=[C:15]([Cl:21])[C:3]=1[C:4](Cl)=[N:5][C:6]1[C:11]([F:12])=[CH:10][N:9]=[CH:8][C:7]=1F.NC(N)=[S:24].N1C=CC=CC=1.CCN(CC)CC. (2) Given the product [CH3:12][O:11][C:9](=[O:10])[CH2:8][N:4]1[N:5]=[N:6][C:2]([NH2:1])=[N:3]1, predict the reactants needed to synthesize it. The reactants are: [NH2:1][C:2]1[NH:6][N:5]=[N:4][N:3]=1.Cl[CH2:8][C:9]([O:11][CH3:12])=[O:10].[OH-].[K+]. (3) Given the product [Cl:19][C:20]1[CH:21]=[C:22]([NH:23][C:2]2[C:3]3[CH:11]=[C:10]([C:12]4[CH:17]=[CH:16][C:15]([F:18])=[CH:14][CH:13]=4)[S:9][C:4]=3[N:5]=[C:6]([CH3:8])[N:7]=2)[CH:24]=[CH:25][C:26]=1[F:27], predict the reactants needed to synthesize it. The reactants are: Cl[C:2]1[C:3]2[CH:11]=[C:10]([C:12]3[CH:17]=[CH:16][C:15]([F:18])=[CH:14][CH:13]=3)[S:9][C:4]=2[N:5]=[C:6]([CH3:8])[N:7]=1.[Cl:19][C:20]1[CH:21]=[C:22]([CH:24]=[CH:25][C:26]=1[F:27])[NH2:23]. (4) Given the product [Br:24][C:4]1[CH:5]=[C:6]([C:8]2[C:20]3[C:19]([CH3:21])=[C:18]([CH3:22])[S:17][C:16]=3[C:15]([Br:23])=[C:14]3[C:9]=2[CH:10]=[CH:11][CH:12]=[CH:13]3)[CH:7]=[C:2]([Br:1])[C:3]=1[O:25][C@H:27]([CH2:31][CH2:32][C:33]1[CH:38]=[CH:37][CH:36]=[CH:35][CH:34]=1)[C:28]([OH:30])=[O:29], predict the reactants needed to synthesize it. The reactants are: [Br:1][C:2]1[CH:7]=[C:6]([C:8]2[C:20]3[C:19]([CH3:21])=[C:18]([CH3:22])[S:17][C:16]=3[C:15]([Br:23])=[C:14]3[C:9]=2[CH:10]=[CH:11][CH:12]=[CH:13]3)[CH:5]=[C:4]([Br:24])[C:3]=1[OH:25].O[C@@H:27]([CH2:31][CH2:32][C:33]1[CH:38]=[CH:37][CH:36]=[CH:35][CH:34]=1)[C:28]([O-:30])=[O:29].BrBr. (5) Given the product [C:1]([O:5][C:6]([N:8]1[CH2:14][CH2:13][CH2:12][N:11]([C:15]([C:17]2[CH:18]=[C:19]3[C:23](=[CH:24][CH:25]=2)[NH:22][C:21]([C:26]([N:29]2[CH2:34][CH2:33][S:32](=[O:36])(=[O:35])[CH2:31][CH2:30]2)=[O:27])=[CH:20]3)=[O:16])[CH2:10][CH2:9]1)=[O:7])([CH3:2])([CH3:4])[CH3:3], predict the reactants needed to synthesize it. The reactants are: [C:1]([O:5][C:6]([N:8]1[CH2:14][CH2:13][CH2:12][N:11]([C:15]([C:17]2[CH:18]=[C:19]3[C:23](=[CH:24][CH:25]=2)[NH:22][C:21]([C:26](O)=[O:27])=[CH:20]3)=[O:16])[CH2:10][CH2:9]1)=[O:7])([CH3:4])([CH3:3])[CH3:2].[NH:29]1[CH2:34][CH2:33][S:32](=[O:36])(=[O:35])[CH2:31][CH2:30]1.Cl.C(N=C=NCCCN(C)C)C. (6) The reactants are: [N:1]1[CH:6]=[CH:5]C=C[CH:2]=1.[C:7]([Cl:15])(=[O:14])[O:8][CH2:9][CH2:10][CH2:11][O:12][CH3:13].[O:16]1CCCC1. Given the product [ClH:15].[C:7](=[O:14])([O:16][CH2:5][CH2:6][NH:1][CH3:2])[O:8][CH2:9][CH2:10][CH2:11][O:12][CH3:13], predict the reactants needed to synthesize it. (7) Given the product [O:1]1[CH:5]=[CH:4][C:3]([C:6]2[N:7]([CH3:21])[C:8]3[N:9]([N:16]=[CH:17][C:18]=3[C:19]#[N:20])[C:10](=[O:15])[C:11]=2[CH:12]([CH3:14])[CH3:13])=[CH:2]1, predict the reactants needed to synthesize it. The reactants are: [O:1]1[CH:5]=[CH:4][C:3]([C:6]2[NH:7][C:8]3[N:9]([N:16]=[CH:17][C:18]=3[C:19]#[N:20])[C:10](=[O:15])[C:11]=2[CH:12]([CH3:14])[CH3:13])=[CH:2]1.[C:21]([O-])([O-])=O.[K+].[K+].CI.